Dataset: Forward reaction prediction with 1.9M reactions from USPTO patents (1976-2016). Task: Predict the product of the given reaction. (1) Given the reactants [N+]([C:4]1[CH:12]=[CH:11][CH:10]=[C:9]2[C:5]=1[CH2:6][C:7](=[O:13])[NH:8]2)([O-])=O.[H-].[Na+].I[CH3:17].BrC[C:20]([O:22]CC)=[O:21].[CH3:25][N:26]([CH:28]=[O:29])[CH3:27], predict the reaction product. The product is: [CH3:17][C:5]12[C:28](=[O:29])[N:26]([CH2:27][C:20]([OH:22])=[O:21])[C:25]3[C:9]1=[C:10]([CH:11]=[CH:12][CH:4]=3)[NH:8][C:7](=[O:13])[CH2:6]2. (2) Given the reactants [C:1]([O:5][C:6](=[O:18])[CH2:7][O:8][C:9]1[CH:14]=[CH:13][C:12]([O:15][CH3:16])=[CH:11][C:10]=1Br)([CH3:4])([CH3:3])[CH3:2].[CH2:19]([S:21][C:22]1[CH:27]=[CH:26][C:25](B(O)O)=[CH:24][CH:23]=1)[CH3:20], predict the reaction product. The product is: [CH2:19]([S:21][C:22]1[CH:27]=[CH:26][C:25]([C:10]2[CH:11]=[C:12]([O:15][CH3:16])[CH:13]=[CH:14][C:9]=2[O:8][CH2:7][C:6]([O:5][C:1]([CH3:4])([CH3:3])[CH3:2])=[O:18])=[CH:24][CH:23]=1)[CH3:20]. (3) Given the reactants CC1C=CC(S(O[CH2:12][CH2:13][CH2:14][CH2:15][CH:16]2[CH2:21][CH2:20][O:19][S:18](=[O:23])(=[O:22])[NH:17]2)(=O)=O)=CC=1.C([O-])([O-])=O.[K+].[K+], predict the reaction product. The product is: [S:18]1(=[O:23])(=[O:22])[N:17]2[CH2:12][CH2:13][CH2:14][CH2:15][CH:16]2[CH2:21][CH2:20][O:19]1. (4) Given the reactants [Cl:1][C:2]1[CH:7]=[C:6]([CH3:8])[N:5]=[CH:4][C:3]=1[CH2:9][OH:10].CC(OI1(OC(C)=O)(OC(C)=O)OC(=O)C2C=CC=CC1=2)=O, predict the reaction product. The product is: [Cl:1][C:2]1[CH:7]=[C:6]([CH3:8])[N:5]=[CH:4][C:3]=1[CH:9]=[O:10]. (5) Given the reactants Cl[C:2]1[CH:7]=[C:6]([CH3:8])[N:5]=[C:4]([NH:9][C:10]2[CH:15]=[CH:14][C:13]([N:16]3[CH:20]=[C:19]([CH3:21])[N:18]=[CH:17]3)=[C:12]([O:22][CH3:23])[CH:11]=2)[N:3]=1.[CH3:24][O-:25].[Na+], predict the reaction product. The product is: [CH3:23][O:22][C:12]1[CH:11]=[C:10]([NH:9][C:4]2[N:3]=[C:2]([O:25][CH3:24])[CH:7]=[C:6]([CH3:8])[N:5]=2)[CH:15]=[CH:14][C:13]=1[N:16]1[CH:20]=[C:19]([CH3:21])[N:18]=[CH:17]1. (6) Given the reactants [NH2:1][C:2]1[C:7]([F:8])=[C:6]([C:9]2[CH:14]=[CH:13][C:12]([Cl:15])=[C:11]([CH:16]([F:18])[CH3:17])[C:10]=2[F:19])[N:5]=[C:4]([C:20]([OH:22])=[O:21])[C:3]=1[Cl:23].[OH-].[Na+].[NH2:26][C:27]1[C:32]([F:33])=[C:31]([C:34]2[CH:39]=[CH:38][C:37]([Cl:40])=[C:36]([CH:41]([F:43])[CH3:42])[C:35]=2[F:44])[N:30]=[C:29]([C:45]([O:47]C)=[O:46])[C:28]=1[Cl:49].Cl, predict the reaction product. The product is: [NH2:1][C:2]1[C:7]([F:8])=[C:6]([C:9]2[CH:14]=[CH:13][C:12]([Cl:15])=[C:11]([CH:16]([F:18])[CH3:17])[C:10]=2[F:19])[N:5]=[C:4]([C:20]([O:22][CH2:31][C:34]2[CH:39]=[CH:38][CH:37]=[CH:36][CH:35]=2)=[O:21])[C:3]=1[Cl:23].[NH2:26][C:27]1[C:32]([F:33])=[C:31]([C:34]2[CH:39]=[CH:38][C:37]([Cl:40])=[C:36]([CH:41]([F:43])[CH3:42])[C:35]=2[F:44])[N:30]=[C:29]([C:45]([OH:47])=[O:46])[C:28]=1[Cl:49].